From a dataset of Reaction yield outcomes from USPTO patents with 853,638 reactions. Predict the reaction yield, written as a fraction of the theoretical maximum amount of product (1.0 means a 100% yield; for example, 0.34 means a 34% yield). (1) The reactants are [Cl:1][C:2]1[CH:8]=[C:7]([O:9][C:10]2[C:19]3[C:14](=[CH:15][C:16]([O:22][CH3:23])=[C:17]([O:20][CH3:21])[CH:18]=3)[N:13]=[CH:12][N:11]=2)[CH:6]=[CH:5][C:3]=1[NH2:4].Cl[C:25](Cl)([O:27][C:28](=[O:34])OC(Cl)(Cl)Cl)Cl.[CH:36]1(CO)[CH2:42][CH2:41][CH2:40][CH2:39][CH2:38][CH2:37]1.C(=O)(O)[O-].[Na+]. The catalyst is C(Cl)Cl.C(N(CC)CC)C.C1(C)C=CC=CC=1. The product is [Cl:1][C:2]1[CH:8]=[C:7]([O:9][C:10]2[C:19]3[C:14](=[CH:15][C:16]([O:22][CH3:23])=[C:17]([O:20][CH3:21])[CH:18]=3)[N:13]=[CH:12][N:11]=2)[CH:6]=[CH:5][C:3]=1[NH:4][C:28](=[O:34])[O:27][CH2:25][CH:36]1[CH2:42][CH2:41][CH2:40][CH2:39][CH2:38][CH2:37]1. The yield is 0.630. (2) The reactants are [NH:1]1[C:5]2=[N:6][CH:7]=[CH:8][CH:9]=[C:4]2[C:3]([CH:10]([C:12]2[CH:13]=[N:14][C:15]([NH:18][CH2:19][C:20]3[CH:25]=[CH:24][C:23]([C:26]([F:29])([F:28])[F:27])=[CH:22][CH:21]=3)=[CH:16][CH:17]=2)O)=[CH:2]1.FC(F)(F)C(O)=O.C([SiH](CC)CC)C.C(=O)(O)[O-].[Na+]. No catalyst specified. The product is [NH:1]1[C:5]2=[N:6][CH:7]=[CH:8][CH:9]=[C:4]2[C:3]([CH2:10][C:12]2[CH:17]=[CH:16][C:15]([NH:18][CH2:19][C:20]3[CH:25]=[CH:24][C:23]([C:26]([F:27])([F:29])[F:28])=[CH:22][CH:21]=3)=[N:14][CH:13]=2)=[CH:2]1. The yield is 0.628.